From a dataset of Catalyst prediction with 721,799 reactions and 888 catalyst types from USPTO. Predict which catalyst facilitates the given reaction. (1) Reactant: [CH3:1][C:2]1[N:3]=[CH:4][S:5][CH:6]=1.[Cl:7][C:8]1[CH:15]=[CH:14][C:11]([CH:12]=[O:13])=[CH:10][CH:9]=1.C(O)C.O. Product: [Cl:7][C:8]1[CH:15]=[CH:14][C:11]([CH:12]([C:4]2[S:5][CH:6]=[C:2]([CH3:1])[N:3]=2)[OH:13])=[CH:10][CH:9]=1. The catalyst class is: 305. (2) Reactant: [Br:1][C:2]1[N:6]([C:7]([CH3:10])([CH3:9])[CH3:8])[N:5]=[CH:4][C:3]=1[C:11](=[S:13])[NH2:12].Cl[CH2:15][C:16](=O)[CH2:17][C:18]([O:20][CH2:21][CH3:22])=[O:19]. Product: [Br:1][C:2]1[N:6]([C:7]([CH3:8])([CH3:9])[CH3:10])[N:5]=[CH:4][C:3]=1[C:11]1[S:13][CH:15]=[C:16]([CH2:17][C:18]([O:20][CH2:21][CH3:22])=[O:19])[N:12]=1. The catalyst class is: 8.